From a dataset of Merck oncology drug combination screen with 23,052 pairs across 39 cell lines. Regression. Given two drug SMILES strings and cell line genomic features, predict the synergy score measuring deviation from expected non-interaction effect. (1) Drug 1: CC1CC2C3CCC4=CC(=O)C=CC4(C)C3(F)C(O)CC2(C)C1(O)C(=O)CO. Drug 2: CC(C)CC(NC(=O)C(Cc1ccccc1)NC(=O)c1cnccn1)B(O)O. Cell line: LNCAP. Synergy scores: synergy=9.20. (2) Drug 1: CN(Cc1cnc2nc(N)nc(N)c2n1)c1ccc(C(=O)NC(CCC(=O)O)C(=O)O)cc1. Drug 2: COC1CC2CCC(C)C(O)(O2)C(=O)C(=O)N2CCCCC2C(=O)OC(C(C)CC2CCC(OP(C)(C)=O)C(OC)C2)CC(=O)C(C)C=C(C)C(O)C(OC)C(=O)C(C)CC(C)C=CC=CC=C1C. Cell line: ZR751. Synergy scores: synergy=-19.5. (3) Drug 1: CN(C)C(=N)N=C(N)N. Drug 2: O=C(CCCCCCC(=O)Nc1ccccc1)NO. Cell line: VCAP. Synergy scores: synergy=22.2. (4) Drug 1: Nc1ccn(C2OC(CO)C(O)C2(F)F)c(=O)n1. Drug 2: COC1=C2CC(C)CC(OC)C(O)C(C)C=C(C)C(OC(N)=O)C(OC)C=CC=C(C)C(=O)NC(=CC1=O)C2=O. Cell line: LOVO. Synergy scores: synergy=-3.34. (5) Drug 1: CC(C)CC(NC(=O)C(Cc1ccccc1)NC(=O)c1cnccn1)B(O)O. Drug 2: Cc1nc(Nc2ncc(C(=O)Nc3c(C)cccc3Cl)s2)cc(N2CCN(CCO)CC2)n1. Cell line: PA1. Synergy scores: synergy=-8.50. (6) Drug 1: O=C(CCCCCCC(=O)Nc1ccccc1)NO. Drug 2: O=C(NOCC(O)CO)c1ccc(F)c(F)c1Nc1ccc(I)cc1F. Cell line: SKMEL30. Synergy scores: synergy=-0.700. (7) Drug 1: CCC1=CC2CN(C1)Cc1c([nH]c3ccccc13)C(C(=O)OC)(c1cc3c(cc1OC)N(C)C1C(O)(C(=O)OC)C(OC(C)=O)C4(CC)C=CCN5CCC31C54)C2. Drug 2: O=C(O)C1(Cc2cccc(Nc3nccs3)n2)CCC(Oc2cccc(Cl)c2F)CC1. Cell line: A2780. Synergy scores: synergy=-18.9.